From a dataset of Catalyst prediction with 721,799 reactions and 888 catalyst types from USPTO. Predict which catalyst facilitates the given reaction. (1) Reactant: [Cl:1][C:2]1[CH:7]=[CH:6][C:5]([NH:8][C:9](=[O:14])[C:10]([F:13])([F:12])[F:11])=[CH:4][C:3]=1[F:15].[Li]CCCC.CCCCCC.[B:27](OC(C)C)([O:32]C(C)C)[O:28]C(C)C. Product: [Cl:1][C:2]1[C:3]([F:15])=[C:4]([B:27]([OH:32])[OH:28])[C:5]([NH:8][C:9](=[O:14])[C:10]([F:12])([F:13])[F:11])=[CH:6][CH:7]=1. The catalyst class is: 1. (2) Reactant: C[O:2][C:3]1[CH:8]=[CH:7][C:6]([C:9]2[CH:14]=[CH:13][C:12]([CH3:15])=[CH:11][CH:10]=2)=[CH:5][CH:4]=1.B(Br)(Br)Br. Product: [CH3:15][C:12]1[CH:11]=[CH:10][C:9]([C:6]2[CH:7]=[CH:8][C:3]([OH:2])=[CH:4][CH:5]=2)=[CH:14][CH:13]=1. The catalyst class is: 2. (3) Reactant: [NH2:1][C:2]1[CH:6]=[CH:5][N:4]([CH2:7][CH2:8][OH:9])[N:3]=1.[Si:10](Cl)([C:13]([CH3:16])([CH3:15])[CH3:14])([CH3:12])[CH3:11].N1C=CN=C1. Product: [Si:10]([O:9][CH2:8][CH2:7][N:4]1[CH:5]=[CH:6][C:2]([NH2:1])=[N:3]1)([C:13]([CH3:16])([CH3:15])[CH3:14])([CH3:12])[CH3:11]. The catalyst class is: 3. (4) Reactant: [CH2:1]([O:5][C:6]1[CH:11]=[CH:10][C:9]([I:12])=[CH:8][C:7]=1[NH:13][N:14]=[C:15](Cl)[C:16]([O:18][CH2:19][CH3:20])=[O:17])[CH2:2][C:3]#[CH:4].C(N(CC)CC)C.O.C(OCC)(=O)C. Product: [I:12][C:9]1[CH:10]=[CH:11][C:6]2[O:5][CH2:1][CH2:2][C:3]3[N:13]([N:14]=[C:15]([C:16]([O:18][CH2:19][CH3:20])=[O:17])[CH:4]=3)[C:7]=2[CH:8]=1. The catalyst class is: 11. (5) Reactant: [Br:1][C:2]1[CH:7]=[CH:6][C:5]([C:8]2[N:12]([C:13]3[CH:18]=[CH:17][CH:16]=[CH:15][C:14]=3[C:19]([F:22])([F:21])[F:20])[N:11]=[C:10](C(OC)=O)[CH:9]=2)=[CH:4][CH:3]=1.[CH3:27][Mg]Br.CC[O:32][CH2:33][CH3:34]. Product: [Br:1][C:2]1[CH:7]=[CH:6][C:5]([C:8]2[N:12]([C:13]3[CH:18]=[CH:17][CH:16]=[CH:15][C:14]=3[C:19]([F:21])([F:20])[F:22])[N:11]=[C:10]([C:33]([OH:32])([CH3:34])[CH3:27])[CH:9]=2)=[CH:4][CH:3]=1. The catalyst class is: 11. (6) Reactant: CO[C:3](=[O:13])[CH2:4][C:5]1[CH:10]=[CH:9][C:8]([O:11][CH3:12])=[CH:7][CH:6]=1.[CH2:14]([NH2:16])[CH3:15].[H-].[Na+]. Product: [CH2:14]([NH:16][C:3](=[O:13])[CH2:4][C:5]1[CH:6]=[CH:7][C:8]([O:11][CH3:12])=[CH:9][CH:10]=1)[CH3:15]. The catalyst class is: 16.